From a dataset of Forward reaction prediction with 1.9M reactions from USPTO patents (1976-2016). Predict the product of the given reaction. Given the reactants [CH2:1]([CH:3]([N:6]1[CH2:11][CH2:10][N:9]2[C:12]([C:15]([OH:17])=O)=[CH:13][CH:14]=[C:8]2[C:7]1=[O:18])[CH2:4][CH3:5])[CH3:2].Cl.[NH2:20][C@@H:21]([CH2:37][C:38]1[CH:43]=[CH:42][CH:41]=[CH:40][CH:39]=1)[C@H:22]([OH:36])[CH2:23][NH:24][CH2:25][C:26]1[CH:31]=[CH:30][CH:29]=[C:28]([C:32]([F:35])([F:34])[F:33])[CH:27]=1.CN(C)CCCN=C=NCC.C(N(CC)C(C)C)(C)C, predict the reaction product. The product is: [CH2:37]([C@H:21]([NH:20][C:15]([C:12]1[N:9]2[CH2:10][CH2:11][N:6]([CH:3]([CH2:1][CH3:2])[CH2:4][CH3:5])[C:7](=[O:18])[C:8]2=[CH:14][CH:13]=1)=[O:17])[C@H:22]([OH:36])[CH2:23][NH:24][CH2:25][C:26]1[CH:31]=[CH:30][CH:29]=[C:28]([C:32]([F:33])([F:34])[F:35])[CH:27]=1)[C:38]1[CH:43]=[CH:42][CH:41]=[CH:40][CH:39]=1.